From a dataset of Peptide-MHC class I binding affinity with 185,985 pairs from IEDB/IMGT. Regression. Given a peptide amino acid sequence and an MHC pseudo amino acid sequence, predict their binding affinity value. This is MHC class I binding data. The peptide sequence is FARERRLAL. The MHC is HLA-A30:01 with pseudo-sequence HLA-A30:01. The binding affinity (normalized) is 0.213.